From a dataset of Catalyst prediction with 721,799 reactions and 888 catalyst types from USPTO. Predict which catalyst facilitates the given reaction. (1) Reactant: Cl[C:2]1[CH:7]=[CH:6][C:5]([N+:8]([O-:10])=[O:9])=[CH:4][CH:3]=1.[NH:11]1[CH2:16][CH2:15][NH:14][CH2:13][CH2:12]1.Cl. Product: [N+:8]([C:5]1[CH:6]=[CH:7][C:2]([N:11]2[CH2:16][CH2:15][NH:14][CH2:13][CH2:12]2)=[CH:3][CH:4]=1)([O-:10])=[O:9]. The catalyst class is: 51. (2) Reactant: C[O:2][C:3](=O)[CH2:4][CH:5]1[CH2:10][CH2:9][C@H:8]([C:11](=[O:32])[NH:12][C:13]2[CH:18]=[CH:17][C:16]([O:19][CH2:20][C:21]3[C:30]4[C:25](=[CH:26][CH:27]=[CH:28][CH:29]=4)[N:24]=[C:23]([CH3:31])[CH:22]=3)=[CH:15][CH:14]=2)[C@@H:7]([C:33](=[O:43])[NH:34][O:35]CC2C=CC=CC=2)[CH2:6]1.C1CN([P+](ON2N=[N:69][C:64]3C=[CH:66][CH:67]=[CH:68][C:63]2=3)(N2CCCC2)N2CCCC2)CC1.F[P-](F)(F)(F)(F)F.Cl.C(ON)C1C=CC=CC=1.CN1CCOCC1. Product: [OH:35][NH:34][C:33]([C@H:7]1[CH2:6][CH:5]([CH2:4][C:3](=[O:2])[N:69]2[CH2:66][CH2:67][CH2:68][CH2:63][CH2:64]2)[CH2:10][CH2:9][C@@H:8]1[C:11]([NH:12][C:13]1[CH:14]=[CH:15][C:16]([O:19][CH2:20][C:21]2[C:30]3[C:25](=[CH:26][CH:27]=[CH:28][CH:29]=3)[N:24]=[C:23]([CH3:31])[CH:22]=2)=[CH:17][CH:18]=1)=[O:32])=[O:43]. The catalyst class is: 3. (3) Reactant: [OH:1][C:2]1[CH:10]=[CH:9][CH:8]=[C:7]2[C:3]=1[C:4](=O)[N:5]([CH3:12])[C:6]2=O.[H-].[Al+3].[Li+].[H-].[H-].[H-].O. Product: [CH3:12][N:5]1[CH2:4][C:3]2[C:2]([OH:1])=[CH:10][CH:9]=[CH:8][C:7]=2[CH2:6]1. The catalyst class is: 7. (4) Reactant: [CH3:1][O:2][C:3]1[CH:8]=[CH:7][N:6]=[CH:5][C:4]=1[C:9]1[C:10]2[CH:17]=[C:16]([CH2:18][O:19][C:20]3[CH:25]=[CH:24][C:23]([C@@H:26]([C:33]#[C:34][CH3:35])[CH2:27][C:28]([O:30]CC)=[O:29])=[CH:22][CH:21]=3)[CH:15]=[CH:14][C:11]=2[S:12][CH:13]=1.[Li+].[OH-].Cl. Product: [CH3:1][O:2][C:3]1[CH:8]=[CH:7][N:6]=[CH:5][C:4]=1[C:9]1[C:10]2[CH:17]=[C:16]([CH2:18][O:19][C:20]3[CH:25]=[CH:24][C:23]([C@@H:26]([C:33]#[C:34][CH3:35])[CH2:27][C:28]([OH:30])=[O:29])=[CH:22][CH:21]=3)[CH:15]=[CH:14][C:11]=2[S:12][CH:13]=1. The catalyst class is: 14. (5) Reactant: [C:1]([CH2:3][C:4]1[CH:5]=[C:6]([C:15]([O:17][CH2:18][CH3:19])=[O:16])[CH:7]=[C:8]([C:10]([O:12][CH2:13][CH3:14])=[O:11])[CH:9]=1)#[N:2].C[Si]([N-][Si](C)(C)C)(C)C.[K+].Br[CH2:31][CH2:32][CH2:33][CH2:34]Br. Product: [C:1]([C:3]1([C:4]2[CH:9]=[C:8]([C:10]([O:12][CH2:13][CH3:14])=[O:11])[CH:7]=[C:6]([C:15]([O:17][CH2:18][CH3:19])=[O:16])[CH:5]=2)[CH2:34][CH2:33][CH2:32][CH2:31]1)#[N:2]. The catalyst class is: 1. (6) Reactant: [C:1]1([CH2:7][N:8]2[CH2:12][CH2:11][C@H:10]([C:13]([NH2:16])([CH3:15])[CH3:14])[CH2:9]2)[CH:6]=[CH:5][CH:4]=[CH:3][CH:2]=1.[CH3:17][C:18]([O:21][C:22](O[C:22]([O:21][C:18]([CH3:20])([CH3:19])[CH3:17])=[O:23])=[O:23])([CH3:20])[CH3:19].C(N(CC)CC)C. Product: [CH3:15][C:13]([NH:16][C:22](=[O:23])[O:21][C:18]([CH3:20])([CH3:19])[CH3:17])([C@H:10]1[CH2:11][CH2:12][N:8]([CH2:7][C:1]2[CH:2]=[CH:3][CH:4]=[CH:5][CH:6]=2)[CH2:9]1)[CH3:14]. The catalyst class is: 2.